From a dataset of Reaction yield outcomes from USPTO patents with 853,638 reactions. Predict the reaction yield, written as a fraction of the theoretical maximum amount of product (1.0 means a 100% yield; for example, 0.34 means a 34% yield). The reactants are [Cl:1][C:2]1[CH:7]=[CH:6][C:5]([C:8]2[O:9][C:10]3[CH:21]=[CH:20][C:19]([O:22][CH:23]([CH3:25])[CH3:24])=[CH:18][C:11]=3[C:12]=2[C:13]([O:15][CH2:16][CH3:17])=[O:14])=[CH:4][CH:3]=1.[N+:26]([O-])([OH:28])=[O:27]. The catalyst is C(Cl)(Cl)Cl.O. The product is [Cl:1][C:2]1[CH:7]=[CH:6][C:5]([C:8]2[O:9][C:10]3[CH:21]=[C:20]([N+:26]([O-:28])=[O:27])[C:19]([O:22][CH:23]([CH3:24])[CH3:25])=[CH:18][C:11]=3[C:12]=2[C:13]([O:15][CH2:16][CH3:17])=[O:14])=[CH:4][CH:3]=1. The yield is 0.320.